From a dataset of Reaction yield outcomes from USPTO patents with 853,638 reactions. Predict the reaction yield, written as a fraction of the theoretical maximum amount of product (1.0 means a 100% yield; for example, 0.34 means a 34% yield). The reactants are S(Cl)(Cl)=O.[CH3:5][C:6]([CH3:32])([CH2:11][C:12](=[O:31])[NH:13][C:14]1[CH:15]=[N:16][C:17]([O:20][C:21](=[O:30])[N:22]([CH3:29])[C:23]2[CH:28]=[CH:27][CH:26]=[CH:25][CH:24]=2)=[CH:18][CH:19]=1)[CH2:7][C:8]([OH:10])=O.[NH:33]1[CH2:38][CH2:37][O:36][CH2:35][CH2:34]1. The catalyst is ClCCl. The product is [CH3:5][C:6]([CH3:32])([CH2:7][C:8]([N:33]1[CH2:38][CH2:37][O:36][CH2:35][CH2:34]1)=[O:10])[CH2:11][C:12]([NH:13][C:14]1[CH:19]=[CH:18][C:17]([O:20][C:21](=[O:30])[N:22]([CH3:29])[C:23]2[CH:24]=[CH:25][CH:26]=[CH:27][CH:28]=2)=[N:16][CH:15]=1)=[O:31]. The yield is 0.630.